This data is from Full USPTO retrosynthesis dataset with 1.9M reactions from patents (1976-2016). The task is: Predict the reactants needed to synthesize the given product. (1) Given the product [OH:10][B:7]1[C:6]2[CH:11]=[C:2]([NH:1][S:20]([C:17]3[CH:18]=[CH:19][C:14]([O:13][CH3:12])=[C:15]([CH3:24])[CH:16]=3)(=[O:22])=[O:21])[CH:3]=[CH:4][C:5]=2[CH2:9][O:8]1, predict the reactants needed to synthesize it. The reactants are: [NH2:1][C:2]1[CH:3]=[CH:4][C:5]2[CH2:9][O:8][B:7]([OH:10])[C:6]=2[CH:11]=1.[CH3:12][O:13][C:14]1[CH:19]=[CH:18][C:17]([S:20](Cl)(=[O:22])=[O:21])=[CH:16][C:15]=1[CH3:24]. (2) Given the product [CH3:14][C:10]1[CH:11]=[C:12]2[C:7](=[C:8]([N+:15]([O-:17])=[O:16])[CH:9]=1)[NH:6][C:5]([C:3]1[O:2][CH:1]=[N:18][N:19]=1)=[CH:13]2, predict the reactants needed to synthesize it. The reactants are: [CH3:1][O:2][C:3]([C:5]1[NH:6][C:7]2[C:12]([CH:13]=1)=[CH:11][C:10]([CH3:14])=[CH:9][C:8]=2[N+:15]([O-:17])=[O:16])=O.[NH2:18][NH2:19]. (3) Given the product [O:16]([C:23]1[CH:24]=[CH:25][C:26]([C:27]([NH:1][C:2]2[CH:3]=[C:4]([P:8](=[O:15])([O:9][CH2:10][CH3:11])[O:12][CH2:13][CH3:14])[CH:5]=[CH:6][CH:7]=2)=[O:28])=[CH:30][CH:31]=1)[C:17]1[CH:18]=[CH:19][CH:20]=[CH:21][CH:22]=1, predict the reactants needed to synthesize it. The reactants are: [NH2:1][C:2]1[CH:3]=[C:4]([P:8](=[O:15])([O:12][CH2:13][CH3:14])[O:9][CH2:10][CH3:11])[CH:5]=[CH:6][CH:7]=1.[O:16]([C:23]1[CH:31]=[CH:30][C:26]([C:27](O)=[O:28])=[CH:25][CH:24]=1)[C:17]1[CH:22]=[CH:21][CH:20]=[CH:19][CH:18]=1.CCN=C=NCCCN(C)C.Cl. (4) Given the product [Cl:16][C:17]1[CH:22]=[C:21]([Cl:23])[CH:20]=[CH:19][C:18]=1[CH2:24][C:25]([NH:1][C:2]1[CH:11]=[C:10]([C:12]([O:14][CH3:15])=[O:13])[CH:9]=[CH:8][C:3]=1[C:4]([O:6][CH3:7])=[O:5])=[O:26], predict the reactants needed to synthesize it. The reactants are: [NH2:1][C:2]1[CH:11]=[C:10]([C:12]([O:14][CH3:15])=[O:13])[CH:9]=[CH:8][C:3]=1[C:4]([O:6][CH3:7])=[O:5].[Cl:16][C:17]1[CH:22]=[C:21]([Cl:23])[CH:20]=[CH:19][C:18]=1[CH2:24][C:25](O)=[O:26].C1(N=C=NC2CCCCC2)CCCCC1. (5) Given the product [C:26]([C:23]1[CH:24]=[N:25][C:8]([NH:7][CH2:6][C:5]2[CH:28]=[CH:29][C:2]([B:43]3[O:44][C:45]([CH3:47])([CH3:46])[C:41]([CH3:57])([CH3:40])[O:42]3)=[CH:3][C:4]=2[F:30])=[C:9]([CH:22]=1)[C:10]([NH:12][C@H:13]([C:15]1[CH:20]=[CH:19][C:18]([F:21])=[CH:17][CH:16]=1)[CH3:14])=[O:11])#[N:27], predict the reactants needed to synthesize it. The reactants are: Br[C:2]1[CH:29]=[CH:28][C:5]([CH2:6][NH:7][C:8]2[N:25]=[CH:24][C:23]([C:26]#[N:27])=[CH:22][C:9]=2[C:10]([NH:12][C@H:13]([C:15]2[CH:20]=[CH:19][C:18]([F:21])=[CH:17][CH:16]=2)[CH3:14])=[O:11])=[C:4]([F:30])[CH:3]=1.CC([O-])=O.[K+].CS(C)=O.[CH3:40][C:41]1([CH3:57])[C:45]([CH3:47])([CH3:46])[O:44][B:43]([B:43]2[O:44][C:45]([CH3:47])([CH3:46])[C:41]([CH3:57])([CH3:40])[O:42]2)[O:42]1. (6) Given the product [OH:36][CH2:35][C:31]1[CH:30]=[C:29]([C:25]2[CH:24]=[C:23]([C:22]3[CH2:21][C:20](=[O:44])[NH:19][C:9]4[CH:10]=[C:11]([C:15]([F:16])([F:17])[F:18])[C:12]([CH3:14])=[CH:13][C:8]=4[N:7]=3)[CH:28]=[CH:27][CH:26]=2)[CH:34]=[CH:33][N:32]=1, predict the reactants needed to synthesize it. The reactants are: C(OC(=O)[NH:7][C:8]1[CH:13]=[C:12]([CH3:14])[C:11]([C:15]([F:18])([F:17])[F:16])=[CH:10][C:9]=1[NH:19][C:20](=[O:44])[CH2:21][C:22](=O)[C:23]1[CH:28]=[CH:27][CH:26]=[C:25]([C:29]2[CH:34]=[CH:33][N:32]=[C:31]([CH2:35][O:36]C3CCCCO3)[CH:30]=2)[CH:24]=1)(C)(C)C.C(O)(C(F)(F)F)=O. (7) Given the product [CH3:16][S:13]([CH2:12][CH2:11][N:8]1[C:4]2=[CH:5][N:6]=[CH:7][C:2]([C:25]3[CH:26]=[CH:27][C:28]([NH:31][C:32]([NH:34][C:35]4[CH:40]=[CH:39][CH:38]=[C:37]([C:41]([F:42])([F:43])[F:44])[CH:36]=4)=[O:33])=[CH:29][CH:30]=3)=[C:3]2[CH:10]=[N:9]1)(=[O:15])=[O:14], predict the reactants needed to synthesize it. The reactants are: Br[C:2]1[CH:7]=[N:6][CH:5]=[C:4]2[N:8]([CH2:11][CH2:12][S:13]([CH3:16])(=[O:15])=[O:14])[N:9]=[CH:10][C:3]=12.CC1(C)C(C)(C)OB([C:25]2[CH:30]=[CH:29][C:28]([NH:31][C:32]([NH:34][C:35]3[CH:40]=[CH:39][CH:38]=[C:37]([C:41]([F:44])([F:43])[F:42])[CH:36]=3)=[O:33])=[CH:27][CH:26]=2)O1.C1(C)C=CC=CC=1.C([O-])([O-])=O.[Na+].[Na+]. (8) Given the product [OH:4][CH2:3][C@:2]([NH:1][C:38](=[O:39])[O:37][C:33]([CH3:36])([CH3:35])[CH3:34])([C@@H:6]1[CH2:15][CH2:14][C:13]2[C:8](=[CH:9][CH:10]=[C:11]([CH2:16][CH2:17][CH2:18][CH2:19][CH2:20][CH2:21][CH2:22][CH3:23])[CH:12]=2)[CH2:7]1)[CH3:5], predict the reactants needed to synthesize it. The reactants are: [NH2:1][C@@:2]([C@@H:6]1[CH2:15][CH2:14][C:13]2[C:8](=[CH:9][CH:10]=[C:11]([CH2:16][CH2:17][CH2:18][CH2:19][CH2:20][CH2:21][CH2:22][CH3:23])[CH:12]=2)[CH2:7]1)([CH3:5])[CH2:3][OH:4].C(Cl)(Cl)Cl.C(=O)(O)[O-].[Na+].[C:33]([O:37][C:38](O[C:38]([O:37][C:33]([CH3:36])([CH3:35])[CH3:34])=[O:39])=[O:39])([CH3:36])([CH3:35])[CH3:34].